From a dataset of Forward reaction prediction with 1.9M reactions from USPTO patents (1976-2016). Predict the product of the given reaction. Given the reactants S(O)(O)(=O)=O.[CH:6]1[C:22]2[CH2:21][C@H:20]3[N:23]([CH2:25][CH2:26][C@@:12]45[C@H:19]3[CH:18]=[CH:17][C@H:15]([OH:16])[C@@H:13]4[O:14][C:10]([C:11]=25)=[C:8]([OH:9])[CH:7]=1)[CH3:24].C([O-])([O-])=O.[K+].[K+].C(Cl)Cl.Cl, predict the reaction product. The product is: [CH:6]1[C:22]2[CH2:21][C@H:20]3[N:23]([CH2:25][CH2:26][C@@:12]45[C@H:19]3[CH:18]=[CH:17][C@H:15]([OH:16])[C@@H:13]4[O:14][C:10]([C:11]=25)=[C:8]([OH:9])[CH:7]=1)[CH3:24].